From a dataset of Full USPTO retrosynthesis dataset with 1.9M reactions from patents (1976-2016). Predict the reactants needed to synthesize the given product. (1) Given the product [NH2:1][C:2]1[C:11]([C:12]#[N:13])=[C:10]([Cl:20])[C:9]2[C:4](=[CH:5][CH:6]=[C:7]([N:15]([CH3:17])[CH3:16])[CH:8]=2)[N:3]=1, predict the reactants needed to synthesize it. The reactants are: [NH2:1][C:2]1[C:11]([C:12]#[N:13])=[C:10](O)[C:9]2[C:4](=[CH:5][CH:6]=[C:7]([N:15]([CH3:17])[CH3:16])[CH:8]=2)[N:3]=1.P(Cl)(Cl)([Cl:20])=O.[OH-].[Na+]. (2) Given the product [Cl:25][C:21]1[C:22]([CH:23]=[O:24])=[C:17]([N:9]2[CH:8]=[CH:7][C:6]3[C:11](=[C:12]([F:14])[CH:13]=[C:4]([CH:1]4[CH2:3][CH2:2]4)[CH:5]=3)[C:10]2=[O:15])[N:18]=[CH:19][CH:20]=1, predict the reactants needed to synthesize it. The reactants are: [CH:1]1([C:4]2[CH:5]=[C:6]3[C:11](=[C:12]([F:14])[CH:13]=2)[C:10](=[O:15])[NH:9][CH:8]=[CH:7]3)[CH2:3][CH2:2]1.Br[C:17]1[C:22]([CH:23]=[O:24])=[C:21]([Cl:25])[CH:20]=[CH:19][N:18]=1.C(=O)([O-])[O-].[Cs+].[Cs+].CC1(C)C2C(=C(P(C3C=CC=CC=3)C3C=CC=CC=3)C=CC=2)OC2C(P(C3C=CC=CC=3)C3C=CC=CC=3)=CC=CC1=2. (3) Given the product [CH3:25][C:26]1([CH3:37])[O:30][C:4]2[CH:5]=[CH:6][C:7]([CH2:8][NH:9][CH2:10][CH2:11][C:12]3[CH:17]=[CH:16][CH:15]=[C:14]([C:19]([F:20])([F:21])[F:22])[CH:13]=3)=[CH:23][C:24]=2[O:27]1, predict the reactants needed to synthesize it. The reactants are: C1([C:4]2[CH:24]=[CH:23][C:7]([CH2:8][NH:9][CH2:10][CH2:11][C:12]3[CH:17]=[CH:16][C:15](F)=[C:14]([C:19]([F:22])([F:21])[F:20])[CH:13]=3)=[CH:6][CH:5]=2)CC1.[CH3:25][C:26]1([CH3:37])[O:30]C2C=CC(C=O)=CC=2[O:27]1.FC(F)(F)C1C=C(CCN)C=CC=1.[BH4-].[Na+]. (4) The reactants are: Br[C:2]1[C:7]([CH3:8])=[CH:6][C:5]([O:9][CH2:10][CH2:11][C@H:12]([CH:14]2[CH2:19][CH2:18][N:17]([C:20]3[O:24][N:23]=[C:22]([CH:25]([CH3:27])[CH3:26])[N:21]=3)[CH2:16][CH2:15]2)[CH3:13])=[CH:4][N:3]=1.[C:28]([O:32][C:33](=[O:47])[NH:34][C@@H:35]1[C@@H:39]([N:40]2[CH2:45][CH2:44][CH2:43][CH2:42][C:41]2=[O:46])[CH2:38][NH:37][CH2:36]1)([CH3:31])([CH3:30])[CH3:29].CC(C)([O-])C.[Na+].C(N1CCN2CCN(CC(C)C)P1N(CC(C)C)CC2)C(C)C. Given the product [C:28]([O:32][C:33](=[O:47])[NH:34][C@@H:35]1[C@@H:39]([N:40]2[CH2:45][CH2:44][CH2:43][CH2:42][C:41]2=[O:46])[CH2:38][N:37]([C:2]2[C:7]([CH3:8])=[CH:6][C:5]([O:9][CH2:10][CH2:11][C@H:12]([CH:14]3[CH2:19][CH2:18][N:17]([C:20]4[O:24][N:23]=[C:22]([CH:25]([CH3:27])[CH3:26])[N:21]=4)[CH2:16][CH2:15]3)[CH3:13])=[CH:4][N:3]=2)[CH2:36]1)([CH3:31])([CH3:29])[CH3:30], predict the reactants needed to synthesize it. (5) Given the product [Si:1]([O:8][CH2:9][C:10]1[N:15]=[C:14]([CH2:16][CH2:17][C:18]([O:20][CH2:21][CH3:22])=[O:19])[CH:13]=[CH:12][CH:11]=1)([C:4]([CH3:7])([CH3:6])[CH3:5])([CH3:3])[CH3:2], predict the reactants needed to synthesize it. The reactants are: [Si:1]([O:8][CH2:9][C:10]1[N:15]=[C:14]([CH:16]=[CH:17][C:18]([O:20][CH2:21][CH3:22])=[O:19])[CH:13]=[CH:12][CH:11]=1)([C:4]([CH3:7])([CH3:6])[CH3:5])([CH3:3])[CH3:2]. (6) Given the product [C:1]([O:5][C:6](=[O:25])[CH2:7][C:8]1[CH:13]=[CH:12][C:11]([OH:14])=[C:10]([CH:22]([CH3:23])[CH3:24])[CH:9]=1)([CH3:4])([CH3:3])[CH3:2], predict the reactants needed to synthesize it. The reactants are: [C:1]([O:5][C:6](=[O:25])[CH2:7][C:8]1[CH:13]=[CH:12][C:11]([O:14]CC2C=CC=CC=2)=[C:10]([CH:22]([CH3:24])[CH3:23])[CH:9]=1)([CH3:4])([CH3:3])[CH3:2].